From a dataset of Forward reaction prediction with 1.9M reactions from USPTO patents (1976-2016). Predict the product of the given reaction. (1) The product is: [Cl:1][C:2]1[N:3]=[C:4]([C:9]([NH:16][C:17]2[CH:22]=[CH:21][C:20]([C:23]3[O:24][C:25]([CH3:32])=[C:26]([C:28]([O:30][CH3:31])=[O:29])[N:27]=3)=[CH:19][C:18]=2[O:33][CH3:34])=[O:11])[NH:5][C:6]=1[CH2:7][CH3:8]. Given the reactants [Cl:1][C:2]1[N:3]=[C:4]([C:9]([OH:11])=O)[NH:5][C:6]=1[CH2:7][CH3:8].S(Cl)(Cl)=O.[NH2:16][C:17]1[CH:22]=[CH:21][C:20]([C:23]2[O:24][C:25]([CH3:32])=[C:26]([C:28]([O:30][CH3:31])=[O:29])[N:27]=2)=[CH:19][C:18]=1[O:33][CH3:34], predict the reaction product. (2) Given the reactants [F:1][C:2]1[CH:7]=[CH:6][C:5]([C:8]2([C:14]([OH:16])=O)[CH2:13][CH2:12][CH2:11][CH2:10][CH2:9]2)=[CH:4][CH:3]=1.[NH2:17][CH2:18][CH2:19][CH2:20][N:21]1[CH2:26][CH2:25][CH:24]([C:27]2[N:32]=[C:31]([NH:33][C:34](=[O:38])[CH:35]([CH3:37])[CH3:36])[CH:30]=[CH:29][CH:28]=2)[CH2:23][CH2:22]1, predict the reaction product. The product is: [F:1][C:2]1[CH:3]=[CH:4][C:5]([C:8]2([C:14]([NH:17][CH2:18][CH2:19][CH2:20][N:21]3[CH2:26][CH2:25][CH:24]([C:27]4[CH:28]=[CH:29][CH:30]=[C:31]([NH:33][C:34](=[O:38])[CH:35]([CH3:36])[CH3:37])[N:32]=4)[CH2:23][CH2:22]3)=[O:16])[CH2:9][CH2:10][CH2:11][CH2:12][CH2:13]2)=[CH:6][CH:7]=1. (3) The product is: [Br:1][C:2]1[C:3]([CH3:10])=[CH:4][C:5]([C:8]2[N:11]=[N:12][NH:13][N:9]=2)=[N:6][CH:7]=1. Given the reactants [Br:1][C:2]1[C:3]([CH3:10])=[CH:4][C:5]([C:8]#[N:9])=[N:6][CH:7]=1.[N-:11]=[N+:12]=[N-:13].[Na+].Cl.C(N(CC)CC)C, predict the reaction product. (4) Given the reactants [OH:1][C@@:2]1([C:13]([OH:15])=[O:14])[C:10]2[CH:9]=[CH:8][S:7][C:6]=2[C@@H:5]([OH:11])[C@H:4]([OH:12])[CH2:3]1, predict the reaction product. The product is: [OH:1][C@@:2]1([C:13]([OH:15])=[O:14])[C:10]2[CH:9]=[C:8]([CH2:8][CH2:9][C:10]3[CH:2]=[CH:3][CH:4]=[CH:5][CH:6]=3)[S:7][C:6]=2[C@@H:5]([OH:11])[C@H:4]([OH:12])[CH2:3]1.